From a dataset of Reaction yield outcomes from USPTO patents with 853,638 reactions. Predict the reaction yield, written as a fraction of the theoretical maximum amount of product (1.0 means a 100% yield; for example, 0.34 means a 34% yield). (1) The reactants are [N+:1]([C:4]1[CH:9]=[CH:8][C:7]([N:10]2[CH2:19][CH2:18][C:13]3([O:17][CH2:16][CH2:15][O:14]3)[CH2:12][CH2:11]2)=[CH:6][CH:5]=1)([O-])=O.[H][H]. The catalyst is C(O)C.C(Cl)Cl.[Pd]. The product is [O:14]1[C:13]2([CH2:18][CH2:19][N:10]([C:7]3[CH:8]=[CH:9][C:4]([NH2:1])=[CH:5][CH:6]=3)[CH2:11][CH2:12]2)[O:17][CH2:16][CH2:15]1. The yield is 0.900. (2) The product is [Cl:10][C:9]1[N:8]=[CH:7][C:6]([C:11]2[CH:16]=[CH:15][N:14]=[C:13]([NH:17][C:18]3[CH:23]=[CH:22][N:21]=[C:20]([CH:24]4[CH2:26][CH2:25]4)[N:19]=3)[CH:12]=2)=[C:5]([CH3:27])[C:4]=1[I:33]. The catalyst is O. The reactants are N#N.N[C:4]1[C:5]([CH3:27])=[C:6]([C:11]2[CH:16]=[CH:15][N:14]=[C:13]([NH:17][C:18]3[CH:23]=[CH:22][N:21]=[C:20]([CH:24]4[CH2:26][CH2:25]4)[N:19]=3)[CH:12]=2)[CH:7]=[N:8][C:9]=1[Cl:10].Cl.N([O-])=O.[Na+].[I-:33].[K+]. The yield is 0.230. (3) The reactants are [I:1][C:2]1[N:3]=[C:4]([CH:15]2[CH2:20][CH2:19][N:18]([C:21]([O:23][C:24]([CH3:27])([CH3:26])[CH3:25])=[O:22])[CH2:17][CH2:16]2)[N:5]([CH2:8][CH2:9][N:10]2[CH2:14][CH2:13][CH2:12][CH2:11]2)[C:6]=1I.CC1CCCO1.C([Mg]Cl)(C)C.O1CCCC1.[Cl-].[NH4+]. No catalyst specified. The yield is 0.980. The product is [I:1][C:2]1[N:3]=[C:4]([CH:15]2[CH2:20][CH2:19][N:18]([C:21]([O:23][C:24]([CH3:27])([CH3:26])[CH3:25])=[O:22])[CH2:17][CH2:16]2)[N:5]([CH2:8][CH2:9][N:10]2[CH2:14][CH2:13][CH2:12][CH2:11]2)[CH:6]=1. (4) The reactants are [NH:1]1[C:9]2[C:4](=[CH:5][CH:6]=[CH:7][CH:8]=2)[CH2:3][C:2]1=[O:10].[C:11]([C:14]1[CH:19]=[CH:18][CH:17]=[CH:16][CH:15]=1)(=O)[CH3:12].N1CCCC1. The catalyst is C1(C)C=CC=CC=1. The product is [C:14]1([C:11](=[C:3]2[C:4]3[C:9](=[CH:8][CH:7]=[CH:6][CH:5]=3)[NH:1][C:2]2=[O:10])[CH3:12])[CH:19]=[CH:18][CH:17]=[CH:16][CH:15]=1. The yield is 0.850.